From a dataset of Reaction yield outcomes from USPTO patents with 853,638 reactions. Predict the reaction yield, written as a fraction of the theoretical maximum amount of product (1.0 means a 100% yield; for example, 0.34 means a 34% yield). (1) The reactants are [CH:1]1([CH2:4][OH:5])[CH2:3][CH2:2]1.[H-].[Na+].Cl[C:9]1[CH:10]=[CH:11][C:12]2[CH2:13][N:14]([C:20]([O:22][C:23]([CH3:26])([CH3:25])[CH3:24])=[O:21])[CH2:15][CH2:16][O:17][C:18]=2[N:19]=1.O. The catalyst is C1(C)C=CC=CC=1.C1C=CC(/C=C/C(/C=C/C2C=CC=CC=2)=O)=CC=1.C1C=CC(/C=C/C(/C=C/C2C=CC=CC=2)=O)=CC=1.C1C=CC(/C=C/C(/C=C/C2C=CC=CC=2)=O)=CC=1.[Pd].[Pd].C1C=CC(P(C2C(C3C(P(C4C=CC=CC=4)C4C=CC=CC=4)=CC=C4C=3C=CC=C4)=C3C(C=CC=C3)=CC=2)C2C=CC=CC=2)=CC=1. The product is [CH:1]1([CH2:4][O:5][C:9]2[CH:10]=[CH:11][C:12]3[CH2:13][N:14]([C:20]([O:22][C:23]([CH3:26])([CH3:25])[CH3:24])=[O:21])[CH2:15][CH2:16][O:17][C:18]=3[N:19]=2)[CH2:3][CH2:2]1. The yield is 0.590. (2) The catalyst is C(#N)C. The reactants are Cl.[CH3:2][C:3]1([OH:8])[CH2:7][CH2:6][NH:5][CH2:4]1.C(=O)([O-])[O-].[K+].[K+].[C:15]1([CH:21]([C:23]2[CH:28]=[CH:27][CH:26]=[CH:25][CH:24]=2)Br)[CH:20]=[CH:19][CH:18]=[CH:17][CH:16]=1. The product is [C:15]1([CH:21]([C:23]2[CH:24]=[CH:25][CH:26]=[CH:27][CH:28]=2)[N:5]2[CH2:6][CH2:7][C:3]([CH3:2])([OH:8])[CH2:4]2)[CH:20]=[CH:19][CH:18]=[CH:17][CH:16]=1. The yield is 0.520. (3) The reactants are C([O:3][C:4]([C:6]1[CH:7]=[N:8][C:9]2[C:14]([C:15]=1[OH:16])=[CH:13][CH:12]=[CH:11][CH:10]=2)=[O:5])C. The catalyst is [OH-].[Na+]. The product is [O:16]=[C:15]1[C:14]2[C:9](=[CH:10][CH:11]=[CH:12][CH:13]=2)[NH:8][CH:7]=[C:6]1[C:4]([OH:5])=[O:3]. The yield is 0.920. (4) The reactants are [C:1]([C:6]([C:24]([O:26][CH2:27][CH3:28])=[O:25])=[CH:7][C:8]1[CH:9]=[C:10]([C:19]([O:21][CH2:22][CH3:23])=[O:20])[C:11](=[O:18])[N:12]2[C:17]=1[CH:16]=[CH:15][CH:14]=[CH:13]2)([O:3][CH2:4][CH3:5])=[O:2].[BH3-]C#N.[Na+].O. The catalyst is C(O)C. The product is [C:24]([CH:6]([C:1]([O:3][CH2:4][CH3:5])=[O:2])[CH2:7][C:8]1[CH:9]=[C:10]([C:19]([O:21][CH2:22][CH3:23])=[O:20])[C:11](=[O:18])[N:12]2[C:17]=1[CH:16]=[CH:15][CH:14]=[CH:13]2)([O:26][CH2:27][CH3:28])=[O:25]. The yield is 0.360. (5) The reactants are CN(C)C(=N[C:6](=O)[C:7]1[CH:12]=[C:11]([CH2:13][CH3:14])[C:10]([O:15]C)=[N:9][C:8]=1[CH3:17])C.Cl.NO.[OH-].[Na+].[C:25](O)(=O)[CH3:26]. The catalyst is O1CCOCC1.O. The product is [CH2:13]([C:11]1[C:10](=[O:15])[NH:9][C:8]([CH3:17])=[C:7]([C:6]2[CH:6]=[C:7]([CH:12]=[CH:25][CH:26]=2)[C:8]#[N:9])[CH:12]=1)[CH3:14]. The yield is 0.810. (6) The reactants are [CH3:1][S:2](Cl)(=[O:4])=[O:3].[CH3:6][CH:7]([CH2:10][OH:11])[CH2:8][OH:9]. The catalyst is C(Cl)Cl. The product is [CH3:1][S:2]([O:9][CH2:8][CH:7]([CH3:6])[CH2:10][O:11][S:2]([CH3:1])(=[O:4])=[O:3])(=[O:4])=[O:3]. The yield is 0.650.